This data is from Forward reaction prediction with 1.9M reactions from USPTO patents (1976-2016). The task is: Predict the product of the given reaction. Given the reactants [CH3:1][O:2][C:3]1[CH:21]=[C:20]2[C:6]([C:7](=[O:23])[C:8](=[O:22])[C:9]3[S:19][CH2:18][C:12]4([CH2:17][CH2:16][NH:15][CH2:14][CH2:13]4)[O:11][C:10]=32)=[CH:5][CH:4]=1.[CH2:24]([C@@H:31]1[CH2:33][O:32]1)[C:25]1[CH:30]=[CH:29][CH:28]=[CH:27][CH:26]=1, predict the reaction product. The product is: [OH:32][C@H:31]([CH2:24][C:25]1[CH:30]=[CH:29][CH:28]=[CH:27][CH:26]=1)[CH2:33][N:15]1[CH2:16][CH2:17][C:12]2([O:11][C:10]3[C:20]4[C:6]([C:7](=[O:23])[C:8](=[O:22])[C:9]=3[S:19][CH2:18]2)=[CH:5][CH:4]=[C:3]([O:2][CH3:1])[CH:21]=4)[CH2:13][CH2:14]1.